The task is: Predict the reactants needed to synthesize the given product.. This data is from Full USPTO retrosynthesis dataset with 1.9M reactions from patents (1976-2016). (1) Given the product [CH3:1][O:2][C:3]1[CH:23]=[CH:22][C:21]([O:24][CH3:25])=[CH:20][C:4]=1[CH2:5][CH:6]1[C:15]2[C:10](=[C:11]([O:18][CH3:19])[CH:12]=[CH:13][C:14]=2[O:16][CH3:17])[CH2:9][CH2:8][N:7]1[CH2:27][C:28]([NH:31][C@@H:32]1[C:40]2[C:35](=[CH:36][CH:37]=[CH:38][CH:39]=2)[CH2:34][C@@H:33]1[OH:41])=[O:29], predict the reactants needed to synthesize it. The reactants are: [CH3:1][O:2][C:3]1[CH:23]=[CH:22][C:21]([O:24][CH3:25])=[CH:20][C:4]=1[CH2:5][CH:6]1[C:15]2[C:10](=[C:11]([O:18][CH3:19])[CH:12]=[CH:13][C:14]=2[O:16][CH3:17])[CH2:9][CH2:8][NH:7]1.Br[CH2:27][C:28](Br)=[O:29].[NH2:31][C@@H:32]1[C:40]2[C:35](=[CH:36][CH:37]=[CH:38][CH:39]=2)[CH2:34][C@@H:33]1[OH:41]. (2) Given the product [Cl:16][C:17]1[CH:18]=[CH:19][CH:20]=[C:21]([OH:30])[C:22]=1[C:23]1[CH:28]=[CH:27][CH:26]=[CH:25][C:24]=1[CH3:29], predict the reactants needed to synthesize it. The reactants are: ClC1C=CC=CC=1C1C(O)=CC=CC=1Cl.[Cl:16][C:17]1[C:22]([C:23]2[CH:28]=[CH:27][CH:26]=[CH:25][C:24]=2[CH3:29])=[C:21]([O:30]C)[CH:20]=[CH:19][CH:18]=1.